Dataset: Catalyst prediction with 721,799 reactions and 888 catalyst types from USPTO. Task: Predict which catalyst facilitates the given reaction. (1) Reactant: FC(F)(F)C(O)=O.[Cl:8][C:9]1[CH:14]=[C:13]([Cl:15])[CH:12]=[CH:11][C:10]=1[C:16]1[N:21]=[C:20]([NH:22][CH2:23][CH2:24][NH2:25])[N:19]2[CH:26]=[CH:27][N:28]=[C:18]2[CH:17]=1.Cl[C:30]1[CH:37]=[CH:36][C:33]([C:34]#[N:35])=[CH:32][N:31]=1.CCN(C(C)C)C(C)C. Product: [Cl:8][C:9]1[CH:14]=[C:13]([Cl:15])[CH:12]=[CH:11][C:10]=1[C:16]1[N:21]=[C:20]([NH:22][CH2:23][CH2:24][NH:25][C:30]2[CH:37]=[CH:36][C:33]([C:34]#[N:35])=[CH:32][N:31]=2)[N:19]2[CH:26]=[CH:27][N:28]=[C:18]2[CH:17]=1. The catalyst class is: 32. (2) Reactant: C([O:3][C:4]([C:6]1[CH:11]=[CH:10][C:9]([C:12]2[CH:17]=[C:16]([C:18](=[O:32])[NH:19][C:20]3[CH:25]=[CH:24][C:23]([N:26]4[CH2:31][CH2:30][O:29][CH2:28][CH2:27]4)=[CH:22][CH:21]=3)[CH:15]=[CH:14][C:13]=2[CH3:33])=[CH:8][CH:7]=1)=[O:5])C. Product: [CH3:33][C:13]1[CH:14]=[CH:15][C:16]([C:18](=[O:32])[NH:19][C:20]2[CH:21]=[CH:22][C:23]([N:26]3[CH2:31][CH2:30][O:29][CH2:28][CH2:27]3)=[CH:24][CH:25]=2)=[CH:17][C:12]=1[C:9]1[CH:10]=[CH:11][C:6]([C:4]([OH:5])=[O:3])=[CH:7][CH:8]=1. The catalyst class is: 464. (3) Reactant: FC(F)(F)C(O)=O.[CH3:8][O:9][C:10]1[N:11]=[C:12]2[C:17](=[CH:18][CH:19]=1)[N:16]=[CH:15][C:14]([O:20][CH2:21][CH2:22][C@H:23]1[CH2:28][CH2:27][C@H:26]([NH:29]C(=O)O)[CH2:25][CH2:24]1)=[CH:13]2. Product: [CH3:8][O:9][C:10]1[N:11]=[C:12]2[C:17](=[CH:18][CH:19]=1)[N:16]=[CH:15][C:14]([O:20][CH2:21][CH2:22][C@H:23]1[CH2:24][CH2:25][C@H:26]([NH2:29])[CH2:27][CH2:28]1)=[CH:13]2. The catalyst class is: 4. (4) Reactant: [CH3:1][C:2]1([CH3:17])[CH2:6][O:5][C:4]([C:7]2[CH:16]=[CH:15][C:10]([C:11]([O:13]C)=[O:12])=[CH:9][CH:8]=2)=[N:3]1.[Li+].[OH-]. Product: [CH3:1][C:2]1([CH3:17])[CH2:6][O:5][C:4]([C:7]2[CH:16]=[CH:15][C:10]([C:11]([OH:13])=[O:12])=[CH:9][CH:8]=2)=[N:3]1. The catalyst class is: 249. (5) Reactant: [H-].[Na+].IO[Si](C)(C)[CH3:6].[F:9][C:10]([F:19])([F:18])/[CH:11]=[CH:12]/[C:13]([O:15][CH2:16][CH3:17])=[O:14]. Product: [F:9][C:10]([F:18])([F:19])[CH:11]1[CH2:6][CH:12]1[C:13]([O:15][CH2:16][CH3:17])=[O:14]. The catalyst class is: 81. (6) Reactant: [C:1]([O:5][C:6](=[O:29])[NH:7][CH:8]1[CH2:13][CH2:12][N:11]([C:14]2[N:22]=[CH:21][N:20]=[C:19]3[C:15]=2[N:16]=[CH:17][N:18]3[CH:23]2[CH2:28][CH2:27][CH2:26][CH2:25][O:24]2)[CH2:10][CH2:9]1)([CH3:4])([CH3:3])[CH3:2].[H-].[Na+].[CH3:32]I.O. Product: [C:1]([O:5][C:6](=[O:29])[N:7]([CH3:32])[CH:8]1[CH2:9][CH2:10][N:11]([C:14]2[N:22]=[CH:21][N:20]=[C:19]3[C:15]=2[N:16]=[CH:17][N:18]3[CH:23]2[CH2:28][CH2:27][CH2:26][CH2:25][O:24]2)[CH2:12][CH2:13]1)([CH3:4])([CH3:2])[CH3:3]. The catalyst class is: 42. (7) Reactant: [N:1]#[C:2]Br.[Br:4][C:5]1[CH:11]=[CH:10][C:8]([NH2:9])=[CH:7][C:6]=1[O:12][CH3:13]. Product: [Br:4][C:5]1[CH:11]=[CH:10][C:8]([NH:9][C:2]#[N:1])=[CH:7][C:6]=1[O:12][CH3:13]. The catalyst class is: 332. (8) Reactant: C(NC(C)C)(C)C.C([Li])CCC.[C:13]([O:16][CH3:17])(=[O:15])[CH3:14].[C:18]1(=[N:22][S:23]([C:25]([CH3:28])([CH3:27])[CH3:26])=[O:24])[CH2:21][CH2:20][CH2:19]1. Product: [CH3:27][C:25]([CH3:28])([S:23]([NH:22][C:18]1([CH2:14][C:13]([O:16][CH3:17])=[O:15])[CH2:21][CH2:20][CH2:19]1)=[O:24])[CH3:26]. The catalyst class is: 1. (9) Reactant: [F:1][C:2]1[CH:7]=[CH:6][C:5](I)=[CH:4][CH:3]=1.C(N(CC)CC)C.[CH3:16][Si:17]([C:20]#[CH:21])([CH3:19])[CH3:18]. Product: [F:1][C:2]1[CH:7]=[CH:6][C:5]([C:21]#[C:20][Si:17]([CH3:19])([CH3:18])[CH3:16])=[CH:4][CH:3]=1. The catalyst class is: 700. (10) Reactant: C(OC([N:8]1[CH2:13][CH2:12][N:11]([CH:14]2[CH2:19][CH2:18][S:17](=[O:21])(=[O:20])[CH2:16][CH2:15]2)[CH2:10][CH2:9]1)=O)(C)(C)C.[ClH:22].O1CCOCC1. Product: [ClH:22].[ClH:22].[O:21]=[S:17]1(=[O:20])[CH2:16][CH2:15][CH:14]([N:11]2[CH2:12][CH2:13][NH:8][CH2:9][CH2:10]2)[CH2:19][CH2:18]1. The catalyst class is: 125.